Dataset: Reaction yield outcomes from USPTO patents with 853,638 reactions. Task: Predict the reaction yield, written as a fraction of the theoretical maximum amount of product (1.0 means a 100% yield; for example, 0.34 means a 34% yield). The reactants are [F:1][C:2]1[CH:3]=[C:4]2[C:9](=[C:10]([O:13][CH3:14])[C:11]=1[F:12])[N:8]([C@@H:15]1[CH2:17][C@@H:16]1[F:18])[CH:7]=[C:6]([C:19]([O:21]CC)=[O:20])[C:5]2=[O:24].Cl. The catalyst is C(O)(=O)C. The product is [F:1][C:2]1[CH:3]=[C:4]2[C:9](=[C:10]([O:13][CH3:14])[C:11]=1[F:12])[N:8]([C@@H:15]1[CH2:17][C@@H:16]1[F:18])[CH:7]=[C:6]([C:19]([OH:21])=[O:20])[C:5]2=[O:24]. The yield is 0.965.